This data is from Full USPTO retrosynthesis dataset with 1.9M reactions from patents (1976-2016). The task is: Predict the reactants needed to synthesize the given product. (1) Given the product [F:1][C:2]1[CH:3]=[C:4]([C:9]2[CH:10]=[N:11][C:12]3[C:17]([N:18]=2)=[C:16]([C:19]([NH:21][CH2:22][C:23]([OH:25])=[O:24])=[O:20])[C:15]([OH:28])=[C:14]([C:29]2[S:30][CH:31]=[CH:32][CH:33]=2)[CH:13]=3)[CH:5]=[CH:6][C:7]=1[F:8], predict the reactants needed to synthesize it. The reactants are: [F:1][C:2]1[CH:3]=[C:4]([C:9]2[CH:10]=[N:11][C:12]3[C:17]([N:18]=2)=[C:16]([C:19]([NH:21][CH2:22][C:23]([O:25]CC)=[O:24])=[O:20])[C:15]([OH:28])=[C:14]([C:29]2[S:30][CH:31]=[CH:32][CH:33]=2)[CH:13]=3)[CH:5]=[CH:6][C:7]=1[F:8].[OH-].[Na+]. (2) Given the product [CH2:43]([C:30]1([NH2:33])[CH2:31][CH2:32][C:24]2([C:19]3[NH:20][C:21]4[C:17]([C:18]=3[CH2:27][CH2:26][O:25]2)=[CH:16][C:15]([F:14])=[CH:23][CH:22]=4)[CH2:28][CH2:29]1)[C:44]1[CH:49]=[CH:48][CH:47]=[CH:46][CH:45]=1, predict the reactants needed to synthesize it. The reactants are: C(O)(=O)CC(CC(O)=O)(C(O)=O)O.[F:14][C:15]1[CH:16]=[C:17]2[C:21](=[CH:22][CH:23]=1)[NH:20][C:19]1[C:24]3([CH2:32][CH2:31][C:30]([CH2:43][C:44]4[CH:49]=[CH:48][CH:47]=[CH:46][CH:45]=4)([NH:33]CC4C=CC(OC)=CC=4)[CH2:29][CH2:28]3)[O:25][CH2:26][CH2:27][C:18]2=1. (3) Given the product [Cl:15][C:16]1[CH:21]=[CH:20][C:19]([CH2:22][NH:23][C:2]2[CH:11]=[CH:10][C:5]([C:6]([O:8][CH3:9])=[O:7])=[CH:4][C:3]=2[N+:12]([O-:14])=[O:13])=[CH:18][CH:17]=1, predict the reactants needed to synthesize it. The reactants are: F[C:2]1[CH:11]=[CH:10][C:5]([C:6]([O:8][CH3:9])=[O:7])=[CH:4][C:3]=1[N+:12]([O-:14])=[O:13].[Cl:15][C:16]1[CH:21]=[CH:20][C:19]([CH2:22][NH2:23])=[CH:18][CH:17]=1.CCN(C(C)C)C(C)C. (4) Given the product [CH3:24][O:23][C:16]1[CH:17]=[CH:18][CH:19]=[C:20]2[C:15]=1[O:14][C@@H:13]([CH2:12][N:25]1[CH2:26][CH:27]=[C:28]([C:31]3[C:39]4[C:34](=[CH:35][CH:36]=[CH:37][CH:38]=4)[NH:33][CH:32]=3)[CH2:29][CH2:30]1)[CH:22]=[CH:21]2, predict the reactants needed to synthesize it. The reactants are: CC1C=CC(S(O[CH2:12][C@H:13]2[CH:22]=[CH:21][C:20]3[C:15](=[C:16]([O:23][CH3:24])[CH:17]=[CH:18][CH:19]=3)[O:14]2)(=O)=O)=CC=1.[NH:25]1[CH2:30][CH:29]=[C:28]([C:31]2[C:39]3[C:34](=[CH:35][CH:36]=[CH:37][CH:38]=3)[NH:33][CH:32]=2)[CH2:27][CH2:26]1. (5) Given the product [O:31]=[C:27]1[CH2:26][C:25]2[C:29](=[CH:30][C:22]([C:20]([C:19]3[CH:18]=[C:17]([NH:16][C:9]([C:8]4[N:4]([CH:1]([CH3:2])[CH3:3])[N:5]=[CH:6][CH:7]=4)=[O:11])[CH:34]=[CH:33][CH:32]=3)=[O:21])=[CH:23][CH:24]=2)[NH:28]1, predict the reactants needed to synthesize it. The reactants are: [CH:1]([N:4]1[C:8]([C:9]([OH:11])=O)=[CH:7][CH:6]=[N:5]1)([CH3:3])[CH3:2].S(Cl)(Cl)=O.[NH2:16][C:17]1[CH:18]=[C:19]([CH:32]=[CH:33][CH:34]=1)[C:20]([C:22]1[CH:30]=[C:29]2[C:25]([CH2:26][C:27](=[O:31])[NH:28]2)=[CH:24][CH:23]=1)=[O:21].